Dataset: Forward reaction prediction with 1.9M reactions from USPTO patents (1976-2016). Task: Predict the product of the given reaction. The product is: [Br:6][C:7]1[CH:12]=[CH:11][C:10](/[C:13](/[C:17]#[C:18][C:19]2[CH:24]=[CH:23][CH:22]=[CH:21][CH:20]=2)=[CH:14]/[CH2:15][S:66][C:63]2[CH:64]=[CH:65][C:60]([O:59][CH2:58][C:57]([O:56][CH2:54][CH3:55])=[O:68])=[C:61]([CH3:67])[CH:62]=2)=[CH:9][CH:8]=1. Given the reactants BrC(Br)(Br)Br.[Br:6][C:7]1[CH:12]=[CH:11][C:10](/[C:13](/[C:17]#[C:18][C:19]2[CH:24]=[CH:23][CH:22]=[CH:21][CH:20]=2)=[CH:14]/[CH2:15]O)=[CH:9][CH:8]=1.C1(P(C2C=CC=CC=2)C2C=CC=CC=2)C=CC=CC=1.C(N(CC)C(C)C)(C)C.O.[CH2:54]([O:56][C:57](=[O:68])[CH2:58][O:59][C:60]1[CH:65]=[CH:64][C:63]([SH:66])=[CH:62][C:61]=1[CH3:67])[CH3:55], predict the reaction product.